From a dataset of Buchwald-Hartwig C-N cross coupling reaction yields with 55,370 reactions. Predict the reaction yield, written as a fraction of the theoretical maximum amount of product (1.0 means a 100% yield; for example, 0.34 means a 34% yield). (1) The reactants are FC(F)(F)c1ccc(I)cc1.Cc1ccc(N)cc1.O=S(=O)(O[Pd]1c2ccccc2-c2ccccc2N~1)C(F)(F)F.COc1ccc(OC)c(P([C@]23C[C@H]4C[C@H](C[C@H](C4)C2)C3)[C@]23C[C@H]4C[C@H](C[C@H](C4)C2)C3)c1-c1c(C(C)C)cc(C(C)C)cc1C(C)C.CCN=P(N=P(N(C)C)(N(C)C)N(C)C)(N(C)C)N(C)C.Cc1cc(C)on1. No catalyst specified. The product is Cc1ccc(Nc2ccc(C(F)(F)F)cc2)cc1. The yield is 0.317. (2) The reactants are Ic1ccccn1.Cc1ccc(N)cc1.O=S(=O)(O[Pd]1c2ccccc2-c2ccccc2N~1)C(F)(F)F.COc1ccc(OC)c(P([C@]23C[C@H]4C[C@H](C[C@H](C4)C2)C3)[C@]23C[C@H]4C[C@H](C[C@H](C4)C2)C3)c1-c1c(C(C)C)cc(C(C)C)cc1C(C)C.CCN=P(N=P(N(C)C)(N(C)C)N(C)C)(N(C)C)N(C)C.Cc1cc(-c2ccccc2)on1. No catalyst specified. The product is Cc1ccc(Nc2ccccn2)cc1. The yield is 0.831. (3) No catalyst specified. The reactants are FC(F)(F)c1ccc(Br)cc1.Cc1ccc(N)cc1.O=S(=O)(O[Pd]1c2ccccc2-c2ccccc2N~1)C(F)(F)F.COc1ccc(OC)c(P(C(C)(C)C)C(C)(C)C)c1-c1c(C(C)C)cc(C(C)C)cc1C(C)C.CCN=P(N=P(N(C)C)(N(C)C)N(C)C)(N(C)C)N(C)C.c1ccc(CN(Cc2ccccc2)c2ccno2)cc1. The yield is 0.289. The product is Cc1ccc(Nc2ccc(C(F)(F)F)cc2)cc1. (4) The reactants are Clc1cccnc1.Cc1ccc(N)cc1.O=S(=O)(O[Pd]1c2ccccc2-c2ccccc2N~1)C(F)(F)F.COc1ccc(OC)c(P([C@]23C[C@H]4C[C@H](C[C@H](C4)C2)C3)[C@]23C[C@H]4C[C@H](C[C@H](C4)C2)C3)c1-c1c(C(C)C)cc(C(C)C)cc1C(C)C.CCN=P(N=P(N(C)C)(N(C)C)N(C)C)(N(C)C)N(C)C.CCOC(=O)c1cnoc1C. No catalyst specified. The product is Cc1ccc(Nc2cccnc2)cc1. The yield is 0.0749.